Dataset: Full USPTO retrosynthesis dataset with 1.9M reactions from patents (1976-2016). Task: Predict the reactants needed to synthesize the given product. Given the product [O:1]1[C:5]2[CH:6]=[CH:7][CH:8]=[CH:9][C:4]=2[C:3]([NH:10][C:11]2[CH:12]=[C:13]([NH:17][C:19](=[NH:28])[C:20]3[CH:25]=[CH:24][CH:23]=[CH:22][CH:21]=3)[CH:14]=[CH:15][CH:16]=2)=[N:2]1, predict the reactants needed to synthesize it. The reactants are: [O:1]1[C:5]2[CH:6]=[CH:7][CH:8]=[CH:9][C:4]=2[C:3]([NH:10][C:11]2[CH:16]=[CH:15][CH:14]=[C:13]([NH2:17])[CH:12]=2)=[N:2]1.I.[C:19](=[NH:28])(SC)[C:20]1[CH:25]=[CH:24][CH:23]=[CH:22][CH:21]=1.C(OCC)(=O)C.